From a dataset of Full USPTO retrosynthesis dataset with 1.9M reactions from patents (1976-2016). Predict the reactants needed to synthesize the given product. (1) Given the product [CH3:26][N:2]([CH3:1])[CH2:3][CH2:4][C:5]1[C:13]2[C:8](=[C:9]([F:22])[CH:10]=[C:11]([CH2:16][CH2:17][CH2:18][OH:19])[C:12]=2[O:14][CH3:15])[N:7]([CH2:23][CH3:24])[CH:6]=1, predict the reactants needed to synthesize it. The reactants are: [CH3:1][N:2]([CH3:26])[C:3](=O)[CH2:4][C:5]1[C:13]2[C:8](=[C:9]([F:22])[CH:10]=[C:11]([CH2:16][CH2:17][C:18](OC)=[O:19])[C:12]=2[O:14][CH3:15])[N:7]([CH2:23][CH3:24])[CH:6]=1.[H-].[H-].[H-].[H-].[Li+].[Al+3]. (2) Given the product [CH3:14][O:13][C:10]1[CH:9]=[C:5]([CH:4]=[C:3]([O:2][CH3:1])[C:11]=1[OH:12])[CH:6]=[O:7], predict the reactants needed to synthesize it. The reactants are: [CH3:1][O:2][C:3]1[CH:4]=[C:5]([CH:9]=[C:10]([O:13][CH3:14])[C:11]=1[OH:12])[C:6](O)=[O:7]. (3) Given the product [NH2:1][C:2]1[C:7]([C:8]2[N:17]([C:18]3[CH:32]=[CH:31][C:21]([CH2:22][NH:23][C:24](=[O:30])[O:25][C:26]([CH3:29])([CH3:28])[CH3:27])=[CH:20][CH:19]=3)[C:11]3=[N:12][CH:13]=[C:14]([C:7]4[CH:2]=[N:3][CH:4]=[CH:5][CH:6]=4)[CH:15]=[C:10]3[N:9]=2)=[CH:6][CH:5]=[CH:4][N:3]=1, predict the reactants needed to synthesize it. The reactants are: [NH2:1][C:2]1[C:7]([C:8]2[N:17]([C:18]3[CH:32]=[CH:31][C:21]([CH2:22][NH:23][C:24](=[O:30])[O:25][C:26]([CH3:29])([CH3:28])[CH3:27])=[CH:20][CH:19]=3)[C:11]3=[N:12][CH:13]=[C:14](Br)[CH:15]=[C:10]3[N:9]=2)=[CH:6][CH:5]=[CH:4][N:3]=1. (4) The reactants are: [N:1]([CH2:4][C@@H:5]([OH:11])[CH2:6][C:7]([F:10])([F:9])[F:8])=[N+]=[N-]. Given the product [NH2:1][CH2:4][C@@H:5]([OH:11])[CH2:6][C:7]([F:10])([F:9])[F:8], predict the reactants needed to synthesize it. (5) Given the product [Br:12][C:10]1[CH:11]=[C:7]([C:5](=[O:6])[C:4]([OH:14])=[O:3])[S:8][C:9]=1[Br:13], predict the reactants needed to synthesize it. The reactants are: C([O:3][C:4](=[O:14])[C:5]([C:7]1[S:8][C:9]([Br:13])=[C:10]([Br:12])[CH:11]=1)=[O:6])C.[OH-].[Na+].C(O)(=O)C. (6) Given the product [F:8][C:5]1[N:6]=[CH:7][C:2]([C:16]2[CH:15]=[CH:4][C:3]([C:9]([OH:12])=[O:10])=[CH:2][CH:7]=2)=[CH:3][CH:4]=1, predict the reactants needed to synthesize it. The reactants are: Br[C:2]1[CH:3]=[CH:4][C:5]([F:8])=[N:6][CH:7]=1.[C:9]([O-:12])([O-])=[O:10].[Na+].[Na+].[CH3:15][C:16]#N.